From a dataset of Full USPTO retrosynthesis dataset with 1.9M reactions from patents (1976-2016). Predict the reactants needed to synthesize the given product. (1) Given the product [CH2:26]([S:27][C:5]1[C:4]([C:1]([OH:3])=[O:2])=[C:9]([Cl:10])[N:8]=[C:7]([Cl:11])[N:6]=1)[C:23]1[CH:24]=[CH:25][CH:20]=[CH:21][CH:22]=1, predict the reactants needed to synthesize it. The reactants are: [C:1]([C:4]1[C:5](Cl)=[N:6][C:7]([Cl:11])=[N:8][C:9]=1[Cl:10])([OH:3])=[O:2].C(N(CC)CC)C.[CH:20]1[CH:25]=[CH:24][C:23]([CH2:26][SH:27])=[CH:22][CH:21]=1. (2) Given the product [CH:18]1[C:30]2[CH:29]([CH2:31][O:32][C:33]([NH:1][CH2:2][C:3]3[CH:4]=[CH:5][C:6]([C:7]([OH:9])=[O:8])=[CH:10][CH:11]=3)=[O:34])[C:28]3[C:23](=[CH:24][CH:25]=[CH:26][CH:27]=3)[C:22]=2[CH:21]=[CH:20][CH:19]=1, predict the reactants needed to synthesize it. The reactants are: [NH2:1][CH2:2][C:3]1[CH:11]=[CH:10][C:6]([C:7]([OH:9])=[O:8])=[CH:5][CH:4]=1.C([O-])([O-])=O.[Na+].[Na+].[CH:18]1[C:30]2[CH:29]([CH2:31][O:32][C:33](C3CC(=O)N(O)C3=O)=[O:34])[C:28]3[C:23](=[CH:24][CH:25]=[CH:26][CH:27]=3)[C:22]=2[CH:21]=[CH:20][CH:19]=1.Cl.